From a dataset of Catalyst prediction with 721,799 reactions and 888 catalyst types from USPTO. Predict which catalyst facilitates the given reaction. (1) Reactant: [F:1][C:2]([F:24])([F:23])[O:3][C:4]1[CH:9]=[CH:8][C:7]([NH:10][C:11]2[NH:12][C:13]([C:16]3[CH:21]=[CH:20][C:19]([OH:22])=[CH:18][CH:17]=3)=[N:14][N:15]=2)=[CH:6][CH:5]=1.[CH3:25][Si]([N-][Si](C)(C)C)(C)C.[K+].Cl[C:36]1[CH:41]=[CH:40][N:39]=[C:38]([C:42]([NH2:44])=[O:43])[CH:37]=1.[C:45]([O-])([O-:47])=[O:46].[K+].[K+]. Product: [F:24][C:2]([F:1])([F:23])[C:45]([OH:47])=[O:46].[CH3:25][NH:44][C:42]([C:38]1[CH:37]=[C:36]([O:22][C:19]2[CH:20]=[CH:21][C:16]([C:13]3[NH:12][C:11]([NH:10][C:7]4[CH:6]=[CH:5][C:4]([O:3][C:2]([F:1])([F:23])[F:24])=[CH:9][CH:8]=4)=[N:15][N:14]=3)=[CH:17][CH:18]=2)[CH:41]=[CH:40][N:39]=1)=[O:43]. The catalyst class is: 121. (2) Product: [F:1][C:2]1[CH:3]=[C:4]([C:14]2[CH2:18][CH:17]([CH2:19][O:20][C:21]3[CH:25]=[CH:24][O:23][N:22]=3)[O:16][N:15]=2)[CH:5]=[CH:6][C:7]=1[N:8]1[CH2:13][CH2:12][S:11](=[O:31])[CH2:10][CH2:9]1. Reactant: [F:1][C:2]1[CH:3]=[C:4]([C:14]2[CH2:18][CH:17]([CH2:19][O:20][C:21]3[CH:25]=[CH:24][O:23][N:22]=3)[O:16][N:15]=2)[CH:5]=[CH:6][C:7]=1[N:8]1[CH2:13][CH2:12][S:11][CH2:10][CH2:9]1.ClC1C=C(C=CC=1)C(OO)=[O:31].S(S([O-])=O)([O-])(=O)=O.[Na+].[Na+]. The catalyst class is: 4. (3) Reactant: [N:1]1([CH2:7][CH2:8][NH:9][C:10]([C:12]2[N:17]=[CH:16][C:15]3[N:18]=[CH:19][NH:20][C:14]=3[CH:13]=2)=[O:11])[CH2:6][CH2:5][O:4][CH2:3][CH2:2]1.Cl[C:22]1([C:28]([O:30][CH3:31])=[O:29])[C:26](=[O:27])[CH:25]=[CH:24][S:23]1. Product: [OH:27][C:26]1[CH:25]=[C:24]([N:20]2[C:14]3[CH:13]=[C:12]([C:10](=[O:11])[NH:9][CH2:8][CH2:7][N:1]4[CH2:6][CH2:5][O:4][CH2:3][CH2:2]4)[N:17]=[CH:16][C:15]=3[N:18]=[CH:19]2)[S:23][C:22]=1[C:28]([O:30][CH3:31])=[O:29]. The catalyst class is: 22. (4) Reactant: [CH3:1][CH:2]([CH3:27])[C@H:3]([N:8]1[CH2:16][C:15]2[C:10](=[CH:11][C:12]([C:17]3[CH:22]=[CH:21][C:20]([N+:23]([O-:25])=[O:24])=[CH:19]N=3)=[CH:13][CH:14]=2)[C:9]1=[O:26])[C:4]([O:6][CH3:7])=[O:5].CC(C)[C@H](N1CC2C(=CC(B3OC(C)(C)C(C)(C)O3)=CC=2)C1=O)C(OC)=O.BrC1C=CC([N+]([O-])=O)=C[C:57]=1[C:65]([F:68])([F:67])[F:66]. Product: [CH3:1][CH:2]([CH3:27])[C@H:3]([N:8]1[CH2:16][C:15]2[C:10](=[CH:11][C:12]([C:17]3[CH:22]=[CH:21][C:20]([N+:23]([O-:25])=[O:24])=[CH:19][C:57]=3[C:65]([F:68])([F:67])[F:66])=[CH:13][CH:14]=2)[C:9]1=[O:26])[C:4]([O:6][CH3:7])=[O:5]. The catalyst class is: 462. (5) Reactant: [C:1]([OH:6])(=[O:5])[C:2]([CH3:4])=[O:3].[OH-].[Na+:8].[Br:9][C:10]1[N:15]=[CH:14][C:13]([CH:16]=O)=[CH:12][CH:11]=1. Product: [Na+:8].[Br:9][C:10]1[N:15]=[CH:14][C:13]([CH:16]=[CH:4][C:2](=[O:3])[C:1]([O-:6])=[O:5])=[CH:12][CH:11]=1. The catalyst class is: 8.